From a dataset of Forward reaction prediction with 1.9M reactions from USPTO patents (1976-2016). Predict the product of the given reaction. (1) Given the reactants C([O:8][C@H:9]1[C@H:13]([O:14]CC2C=CC=CC=2)[CH2:12][N:11]([C:22]2[CH:23]=[N:24][N:25]3[CH2:30][C@H:29]([CH3:31])[N:28]([C:32]([O:34][C:35]([CH3:38])([CH3:37])[CH3:36])=[O:33])[CH2:27][C:26]=23)[C:10]1=[O:39])C1C=CC=CC=1.[H][H], predict the reaction product. The product is: [OH:8][C@H:9]1[C@H:13]([OH:14])[CH2:12][N:11]([C:22]2[CH:23]=[N:24][N:25]3[CH2:30][C@H:29]([CH3:31])[N:28]([C:32]([O:34][C:35]([CH3:38])([CH3:37])[CH3:36])=[O:33])[CH2:27][C:26]=23)[C:10]1=[O:39]. (2) Given the reactants [N:1]1([CH2:7][CH2:8][CH2:9][C:10]([OH:12])=O)[CH2:6][CH2:5][CH2:4][CH2:3][CH2:2]1.[NH2:13][C:14]1[CH:18]=[C:17]([C:19]2[CH:24]=[CH:23][C:22]([O:25][CH3:26])=[CH:21][CH:20]=2)[NH:16][N:15]=1, predict the reaction product. The product is: [CH3:26][O:25][C:22]1[CH:21]=[CH:20][C:19]([C:17]2[CH:18]=[C:14]([NH:13][C:10](=[O:12])[CH2:9][CH2:8][CH2:7][N:1]3[CH2:2][CH2:3][CH2:4][CH2:5][CH2:6]3)[NH:15][N:16]=2)=[CH:24][CH:23]=1. (3) Given the reactants [Br:1][C:2]1[CH:3]=[N:4][C:5]([O:8]N2C3=NC=CC=C3N=N2)=[N:6][CH:7]=1.[NH:18]1[C:26]2[C:21](=[CH:22][C:23](B(O)O)=[CH:24][CH:25]=2)[CH:20]=[CH:19]1.C([O-])([O-])=O.[Cs+].[Cs+], predict the reaction product. The product is: [Br:1][C:2]1[CH:7]=[N:6][C:5]([O:8][C:23]2[CH:22]=[C:21]3[C:26](=[CH:25][CH:24]=2)[NH:18][CH:19]=[CH:20]3)=[N:4][CH:3]=1. (4) Given the reactants [Cl:1][C:2]1[CH:7]=[CH:6][C:5]([S:8][C:9]2[C:10]([C:14]3[CH:19]=[CH:18][C:17]([I:20])=[CH:16][CH:15]=3)=[N:11][NH:12][CH:13]=2)=[CH:4][CH:3]=1.I[C:22]1[CH:27]=[CH:26][CH:25]=[CH:24][CH:23]=1, predict the reaction product. The product is: [Cl:1][C:2]1[CH:3]=[CH:4][C:5]([S:8][C:9]2[C:10]([C:14]3[CH:19]=[CH:18][C:17]([I:20])=[CH:16][CH:15]=3)=[N:11][N:12]([C:22]3[CH:27]=[CH:26][CH:25]=[CH:24][CH:23]=3)[CH:13]=2)=[CH:6][CH:7]=1. (5) Given the reactants [C:1]([O:5][C:6]([N:8]1[C@H:13]([CH2:14][O:15][Si:16]([C:19]([CH3:22])([CH3:21])[CH3:20])([CH3:18])[CH3:17])[CH:12]=[C:11]([C:23](O)=[O:24])[C@H:10]([OH:26])[CH2:9]1)=[O:7])([CH3:4])([CH3:3])[CH3:2].[CH3:27][NH:28][CH3:29].C1COCC1.CN(C(ON1N=NC2C=CC=NC1=2)=[N+](C)C)C.F[P-](F)(F)(F)(F)F.CCN(C(C)C)C(C)C, predict the reaction product. The product is: [Si:16]([O:15][CH2:14][C@@H:13]1[CH:12]=[C:11]([C:23](=[O:24])[N:28]([CH3:29])[CH3:27])[C@H:10]([OH:26])[CH2:9][N:8]1[C:6]([O:5][C:1]([CH3:4])([CH3:3])[CH3:2])=[O:7])([C:19]([CH3:22])([CH3:21])[CH3:20])([CH3:18])[CH3:17]. (6) Given the reactants [C:1]([N:9]1[CH2:14][CH:13]=[C:12]([C:15]2[N:20]=[CH:19][C:18]([NH:21][C:22]([C:24]3[CH:25]=[N:26][N:27]([C:30]4[CH:35]=[CH:34][C:33]([C:36]([F:39])([F:38])[F:37])=[CH:32][N:31]=4)[C:28]=3[CH3:29])=[O:23])=[CH:17][C:16]=2[CH3:40])[CH2:11][CH2:10]1)(=[O:8])[C:2]1[CH:7]=[CH:6][CH:5]=[CH:4][CH:3]=1, predict the reaction product. The product is: [C:1]([N:9]1[CH2:14][CH2:13][CH:12]([C:15]2[N:20]=[CH:19][C:18]([NH:21][C:22]([C:24]3[CH:25]=[N:26][N:27]([C:30]4[CH:35]=[CH:34][C:33]([C:36]([F:38])([F:39])[F:37])=[CH:32][N:31]=4)[C:28]=3[CH3:29])=[O:23])=[CH:17][C:16]=2[CH3:40])[CH2:11][CH2:10]1)(=[O:8])[C:2]1[CH:7]=[CH:6][CH:5]=[CH:4][CH:3]=1. (7) Given the reactants [CH3:1][O:2][C:3]1[CH:8]=[C:7]([O:9][CH2:10][C:11]2[S:15][C:14]([C:16]3[CH:21]=[CH:20][C:19]([C:22]([F:25])([F:24])[F:23])=[CH:18][CH:17]=3)=[N:13][C:12]=2[CH3:26])[CH:6]=[CH:5][C:4]=1[C:27]1[NH:31][C:30](=[O:32])[O:29][N:28]=1.[Br:33]N1C(=O)CCC1=O, predict the reaction product. The product is: [Br:33][C:6]1[C:7]([O:9][CH2:10][C:11]2[S:15][C:14]([C:16]3[CH:17]=[CH:18][C:19]([C:22]([F:25])([F:23])[F:24])=[CH:20][CH:21]=3)=[N:13][C:12]=2[CH3:26])=[CH:8][C:3]([O:2][CH3:1])=[C:4]([C:27]2[NH:31][C:30](=[O:32])[O:29][N:28]=2)[CH:5]=1. (8) Given the reactants Cl.[F:2][C:3]1[CH:8]=[CH:7][CH:6]=[CH:5][C:4]=1[C:9]1[O:13][N:12]=[C:11]([CH:14]2[CH2:19][CH2:18][CH2:17][NH:16][CH2:15]2)[N:10]=1.[F:20][C:21]1[CH:29]=[C:28]([F:30])[CH:27]=[CH:26][C:22]=1[C:23](Cl)=[O:24], predict the reaction product. The product is: [F:20][C:21]1[CH:29]=[C:28]([F:30])[CH:27]=[CH:26][C:22]=1[C:23]([N:16]1[CH2:17][CH2:18][CH2:19][CH:14]([C:11]2[N:10]=[C:9]([C:4]3[CH:5]=[CH:6][CH:7]=[CH:8][C:3]=3[F:2])[O:13][N:12]=2)[CH2:15]1)=[O:24]. (9) The product is: [F:1][C:2]1[C:7]([F:8])=[C:6]([O:9][CH2:10][CH2:11][N:12]([CH2:14][CH2:15][O:16][CH3:17])[CH3:13])[CH:5]=[CH:4][C:3]=1[CH2:18][NH:19][N:20]([CH3:30])[C:21]1([C:26]([O:28][CH3:29])=[O:27])[CH2:22][CH2:23][CH2:24][CH2:25]1. Given the reactants [F:1][C:2]1[C:7]([F:8])=[C:6]([O:9][CH2:10][CH2:11][N:12]([CH2:14][CH2:15][O:16][CH3:17])[CH3:13])[CH:5]=[CH:4][C:3]=1/[CH:18]=[N:19]/[N:20]([CH3:30])[C:21]1([C:26]([O:28][CH3:29])=[O:27])[CH2:25][CH2:24][CH2:23][CH2:22]1.CS(O)(=O)=O.B.C(C1C=CC(C)=NC=1)C.[OH-].[Na+].P([O-])([O-])([O-])=O.[K+].[K+].[K+], predict the reaction product.